This data is from Catalyst prediction with 721,799 reactions and 888 catalyst types from USPTO. The task is: Predict which catalyst facilitates the given reaction. (1) Reactant: [Br:1][C:2]1[CH:3]=[N:4][N:5]([CH2:7][O:8][CH2:9][CH2:10][Si:11]([CH3:14])([CH3:13])[CH3:12])[CH:6]=1.[Li+].CC([N-]C(C)C)C.N#N.[F:25]N(S(C1C=CC=CC=1)(=O)=O)S(C1C=CC=CC=1)(=O)=O. Product: [Br:1][C:2]1[CH:3]=[N:4][N:5]([CH2:7][O:8][CH2:9][CH2:10][Si:11]([CH3:14])([CH3:13])[CH3:12])[C:6]=1[F:25]. The catalyst class is: 1. (2) Reactant: [CH3:1][CH:2]([CH3:8])[C:3](=O)[CH2:4][C:5]#[N:6].Cl.[C:10]1([NH:16][NH2:17])[CH:15]=[CH:14][CH:13]=[CH:12][CH:11]=1. Product: [CH:2]([C:3]1[CH:4]=[C:5]([NH2:6])[N:16]([C:10]2[CH:15]=[CH:14][CH:13]=[CH:12][CH:11]=2)[N:17]=1)([CH3:8])[CH3:1]. The catalyst class is: 14. (3) Reactant: [CH:1]1([S:4]([C:7]2[CH:12]=[CH:11][C:10]([CH:13]([C:21]3[NH:25][C:24]([C:26]4[N:31]=[CH:30][C:29]([CH:32]=O)=[CH:28][CH:27]=4)=[CH:23][CH:22]=3)[CH2:14][CH:15]3[CH2:20][CH2:19][O:18][CH2:17][CH2:16]3)=[CH:9][CH:8]=2)(=[O:6])=[O:5])[CH2:3][CH2:2]1.[NH:34]1[CH2:39][CH2:38][S:37](=[O:40])[CH2:36][CH2:35]1.C(O[BH-](OC(=O)C)OC(=O)C)(=O)C.[Na+]. Product: [CH:1]1([S:4]([C:7]2[CH:12]=[CH:11][C:10]([CH:13]([C:21]3[NH:25][C:24]([C:26]4[N:31]=[CH:30][C:29]([CH2:32][N:34]5[CH2:39][CH2:38][S:37](=[O:40])[CH2:36][CH2:35]5)=[CH:28][CH:27]=4)=[CH:23][CH:22]=3)[CH2:14][CH:15]3[CH2:16][CH2:17][O:18][CH2:19][CH2:20]3)=[CH:9][CH:8]=2)(=[O:6])=[O:5])[CH2:3][CH2:2]1. The catalyst class is: 756.